This data is from Catalyst prediction with 721,799 reactions and 888 catalyst types from USPTO. The task is: Predict which catalyst facilitates the given reaction. (1) Reactant: [CH3:1][N:2]([CH2:25][CH2:26][CH2:27][C:28](O)=[O:29])[C:3]([C:5]1[CH:6]=[C:7]2[C:15](=[CH:16][CH:17]=1)[N:14]([CH3:18])[C:13]1[CH2:12][CH2:11][C@@H:10]([CH:19]3[CH2:24][CH2:23][O:22][CH2:21][CH2:20]3)[CH2:9][C:8]2=1)=[O:4].[NH2:31][N:32]1[CH:36]=[CH:35][CH:34]=[CH:33]1.F[P-](F)(F)(F)(F)F.N1(OC(N(C)C)=[N+](C)C)C2N=CC=CC=2N=N1.C(N(CC)C(C)C)(C)C. Product: [N:32]1([NH:31][C:28](=[O:29])[CH2:27][CH2:26][CH2:25][N:2]([CH3:1])[C:3]([C:5]2[CH:6]=[C:7]3[C:15](=[CH:16][CH:17]=2)[N:14]([CH3:18])[C:13]2[CH2:12][CH2:11][C@@H:10]([CH:19]4[CH2:24][CH2:23][O:22][CH2:21][CH2:20]4)[CH2:9][C:8]3=2)=[O:4])[CH:36]=[CH:35][CH:34]=[CH:33]1. The catalyst class is: 3. (2) Product: [CH3:15][N:5]1[C:6]2[C:11](=[CH:10][C:9]([N+:12]([O-:14])=[O:13])=[CH:8][CH:7]=2)[CH2:2][C:3]1=[O:4]. The catalyst class is: 101. Reactant: Cl[CH2:2][C:3]([N:5]([CH3:15])[C:6]1[CH:11]=[CH:10][C:9]([N+:12]([O-:14])=[O:13])=[CH:8][CH:7]=1)=[O:4].C(P(C(C)(C)C)C1C=CC=CC=1C1C=CC=CC=1)(C)(C)C.C(N(CC)CC)C.